Dataset: Forward reaction prediction with 1.9M reactions from USPTO patents (1976-2016). Task: Predict the product of the given reaction. (1) Given the reactants Cl[C:2]1[C:7]([Cl:8])=[CH:6][C:5]([C:9]([F:12])([F:11])[F:10])=[CH:4][N:3]=1.[N:13]1[C:22]2[C:17](=[CH:18][C:19]([CH2:23][NH:24][S:25]([C:28]3[CH:37]=[CH:36][C:31]([C:32]([O:34][CH3:35])=[O:33])=[CH:30][CH:29]=3)(=[O:27])=[O:26])=[CH:20][CH:21]=2)[CH:16]=[CH:15][CH:14]=1, predict the reaction product. The product is: [Cl:8][C:7]1[C:2]([N:24]([CH2:23][C:19]2[CH:18]=[C:17]3[C:22](=[CH:21][CH:20]=2)[N:13]=[CH:14][CH:15]=[CH:16]3)[S:25]([C:28]2[CH:29]=[CH:30][C:31]([C:32]([O:34][CH3:35])=[O:33])=[CH:36][CH:37]=2)(=[O:26])=[O:27])=[N:3][CH:4]=[C:5]([C:9]([F:12])([F:11])[F:10])[CH:6]=1. (2) Given the reactants [OH-].[Na+].[CH2:3]([O:10][C:11]1[CH:20]=[CH:19][C:14]([C:15]([O:17]C)=[O:16])=[CH:13][CH:12]=1)[C:4]1[CH:9]=[CH:8][CH:7]=[CH:6][CH:5]=1, predict the reaction product. The product is: [CH2:3]([O:10][C:11]1[CH:12]=[CH:13][C:14]([C:15]([OH:17])=[O:16])=[CH:19][CH:20]=1)[C:4]1[CH:5]=[CH:6][CH:7]=[CH:8][CH:9]=1. (3) Given the reactants [Cl:1][C:2]1[CH:31]=[N:30][C:5]2[N:6]([S:21]([C:24]3[CH:29]=[CH:28][CH:27]=[CH:26][CH:25]=3)(=[O:23])=[O:22])[C:7]3[C:12]([C:4]=2[CH:3]=1)=[CH:11][C:10]([C:13]1[CH:18]=[CH:17][C:16]([O:19]C)=[CH:15][CH:14]=1)=[CH:9][CH:8]=3.B(Br)(Br)Br.O, predict the reaction product. The product is: [Cl:1][C:2]1[CH:31]=[N:30][C:5]2[N:6]([S:21]([C:24]3[CH:29]=[CH:28][CH:27]=[CH:26][CH:25]=3)(=[O:23])=[O:22])[C:7]3[C:12]([C:4]=2[CH:3]=1)=[CH:11][C:10]([C:13]1[CH:18]=[CH:17][C:16]([OH:19])=[CH:15][CH:14]=1)=[CH:9][CH:8]=3. (4) The product is: [ClH:39].[C:17]([O:21][C:22]([N:24]1[CH2:29][CH2:28][CH:27]([CH2:30][CH2:31][N:4]2[CH2:5][CH2:6][N:1]([C:7]3[CH:8]=[CH:9][C:10]([S:13](=[O:14])(=[O:15])[NH2:16])=[CH:11][CH:12]=3)[CH2:2][CH2:3]2)[CH2:26][CH2:25]1)=[O:23])([CH3:20])([CH3:19])[CH3:18]. Given the reactants [N:1]1([C:7]2[CH:12]=[CH:11][C:10]([S:13]([NH2:16])(=[O:15])=[O:14])=[CH:9][CH:8]=2)[CH2:6][CH2:5][NH:4][CH2:3][CH2:2]1.[C:17]([O:21][C:22]([N:24]1[CH2:29][CH2:28][CH:27]([CH2:30][CH:31]=O)[CH2:26][CH2:25]1)=[O:23])([CH3:20])([CH3:19])[CH3:18].C(O[BH3-])(=O)C.[Na+].[ClH:39].O1CCOCC1, predict the reaction product. (5) Given the reactants [NH:1]1[CH2:5][CH2:4][CH2:3][C:2]1=[O:6].[C:7]([O-:10])([O-])=[O:8].[Cs+].[Cs+].C1C=CC(P(C2[C:35]([C:36]3[C:45](P(C4C=CC=CC=4)C4C=CC=CC=4)=[CH:44][CH:43]=[C:42]4[C:37]=3[CH:38]=[CH:39][CH:40]=[CH:41]4)=C3C(C=CC=C3)=CC=2)C2C=CC=CC=2)=CC=1.[O:59]1[CH2:64][CH2:63]OCC1, predict the reaction product. The product is: [O:6]=[C:2]1[CH2:3][CH2:4][CH2:5][N:1]1[C:3]1[CH:4]=[CH:5][C:63]([C:7]([OH:10])=[O:8])=[C:64]([O:59][CH2:35][C:36]2[C:37]3[C:42](=[CH:41][CH:40]=[CH:39][CH:38]=3)[CH:43]=[CH:44][CH:45]=2)[CH:2]=1. (6) Given the reactants [CH2:1]([O:4][N:5]([C@H:18]1[CH2:23][N:22]([C:24]([O:26][C:27]([CH3:30])([CH3:29])[CH3:28])=[O:25])[C@H:21]([C:31]([OH:33])=O)[C:20]([CH3:34])=[C:19]1[CH3:35])[S:6]([C:9]1[CH:14]=[CH:13][CH:12]=[CH:11][C:10]=1[N+:15]([O-:17])=[O:16])(=[O:8])=[O:7])[CH:2]=[CH2:3].C(O[N:40]([C@H]1CN(C(OC(C)(C)C)=O)[C@H](C(=O)N)C=C1C)S(C1C=CC=CC=1[N+]([O-])=O)(=O)=O)C=C, predict the reaction product. The product is: [CH2:1]([O:4][N:5]([C@H:18]1[CH2:23][N:22]([C:24]([O:26][C:27]([CH3:30])([CH3:28])[CH3:29])=[O:25])[C@H:21]([C:31](=[O:33])[NH2:40])[C:20]([CH3:34])=[C:19]1[CH3:35])[S:6]([C:9]1[CH:14]=[CH:13][CH:12]=[CH:11][C:10]=1[N+:15]([O-:17])=[O:16])(=[O:8])=[O:7])[CH:2]=[CH2:3]. (7) Given the reactants Cl.[NH2:2][C@@H:3]1[CH2:8][CH2:7][C@H:6]([NH:9][C:10]([C:12]2[C:16]3[N:17]=[CH:18][N:19]=[C:20]([C:21]4[CH:26]=[CH:25][C:24]([O:27][CH3:28])=[CH:23][C:22]=4[O:29][CH2:30][CH:31]4[CH2:33][CH2:32]4)[C:15]=3[NH:14][C:13]=2[CH3:34])=[O:11])[CH2:5][CH2:4]1.[C:35](Cl)(=[O:37])[CH3:36], predict the reaction product. The product is: [C:35]([NH:2][C@@H:3]1[CH2:8][CH2:7][C@H:6]([NH:9][C:10]([C:12]2[C:16]3[N:17]=[CH:18][N:19]=[C:20]([C:21]4[CH:26]=[CH:25][C:24]([O:27][CH3:28])=[CH:23][C:22]=4[O:29][CH2:30][CH:31]4[CH2:32][CH2:33]4)[C:15]=3[NH:14][C:13]=2[CH3:34])=[O:11])[CH2:5][CH2:4]1)(=[O:37])[CH3:36].